This data is from NCI-60 drug combinations with 297,098 pairs across 59 cell lines. The task is: Regression. Given two drug SMILES strings and cell line genomic features, predict the synergy score measuring deviation from expected non-interaction effect. (1) Drug 1: CC1=C(C=C(C=C1)NC2=NC=CC(=N2)N(C)C3=CC4=NN(C(=C4C=C3)C)C)S(=O)(=O)N.Cl. Drug 2: C1=CC=C(C(=C1)C(C2=CC=C(C=C2)Cl)C(Cl)Cl)Cl. Cell line: NCI-H322M. Synergy scores: CSS=-2.17, Synergy_ZIP=1.52, Synergy_Bliss=-0.391, Synergy_Loewe=-2.05, Synergy_HSA=-2.26. (2) Drug 1: C1=CC(=CC=C1CCC2=CNC3=C2C(=O)NC(=N3)N)C(=O)NC(CCC(=O)O)C(=O)O. Drug 2: COC1=CC(=CC(=C1O)OC)C2C3C(COC3=O)C(C4=CC5=C(C=C24)OCO5)OC6C(C(C7C(O6)COC(O7)C8=CC=CS8)O)O. Cell line: UACC-257. Synergy scores: CSS=12.9, Synergy_ZIP=-4.75, Synergy_Bliss=-3.64, Synergy_Loewe=-2.75, Synergy_HSA=-0.732. (3) Drug 1: CC1=C(C=C(C=C1)NC(=O)C2=CC=C(C=C2)CN3CCN(CC3)C)NC4=NC=CC(=N4)C5=CN=CC=C5. Drug 2: CCN(CC)CCCC(C)NC1=C2C=C(C=CC2=NC3=C1C=CC(=C3)Cl)OC. Cell line: OVCAR3. Synergy scores: CSS=15.6, Synergy_ZIP=-4.62, Synergy_Bliss=-1.14, Synergy_Loewe=-12.5, Synergy_HSA=-3.22. (4) Drug 1: CC12CCC(CC1=CCC3C2CCC4(C3CC=C4C5=CN=CC=C5)C)O. Drug 2: COC1=C2C(=CC3=C1OC=C3)C=CC(=O)O2. Cell line: UO-31. Synergy scores: CSS=5.41, Synergy_ZIP=7.29, Synergy_Bliss=10.1, Synergy_Loewe=0.511, Synergy_HSA=8.67. (5) Drug 1: CC=C1C(=O)NC(C(=O)OC2CC(=O)NC(C(=O)NC(CSSCCC=C2)C(=O)N1)C(C)C)C(C)C. Drug 2: C1C(C(OC1N2C=NC(=NC2=O)N)CO)O. Cell line: HT29. Synergy scores: CSS=68.5, Synergy_ZIP=-1.83, Synergy_Bliss=0.326, Synergy_Loewe=-20.3, Synergy_HSA=-0.734. (6) Drug 1: CS(=O)(=O)OCCCCOS(=O)(=O)C. Drug 2: B(C(CC(C)C)NC(=O)C(CC1=CC=CC=C1)NC(=O)C2=NC=CN=C2)(O)O. Cell line: SF-268. Synergy scores: CSS=29.4, Synergy_ZIP=0.342, Synergy_Bliss=2.13, Synergy_Loewe=-42.5, Synergy_HSA=-0.261.